The task is: Predict the product of the given reaction.. This data is from Forward reaction prediction with 1.9M reactions from USPTO patents (1976-2016). (1) Given the reactants Br[C:2]1[CH:3]=[C:4]([O:9][CH:10]2[C:16]3[CH:17]=[C:18]([F:21])[CH:19]=[CH:20][C:15]=3[CH2:14][CH2:13][CH2:12][CH2:11]2)[C:5]([NH2:8])=[N:6][CH:7]=1.CC1(C)C(C)(C)OB([C:30]2[CH:31]=[N:32][NH:33][CH:34]=2)O1, predict the reaction product. The product is: [F:21][C:18]1[CH:19]=[CH:20][C:15]2[CH2:14][CH2:13][CH2:12][CH2:11][CH:10]([O:9][C:4]3[C:5]([NH2:8])=[N:6][CH:7]=[C:2]([C:30]4[CH:31]=[N:32][NH:33][CH:34]=4)[CH:3]=3)[C:16]=2[CH:17]=1. (2) Given the reactants [NH:1]1[CH2:6][CH2:5][NH:4][CH2:3][C:2]1=[O:7].Cl[C:9]1[C:10]2[N:11]([N:15]=[C:16]([NH2:18])[N:17]=2)[CH:12]=[CH:13][N:14]=1.Cl[C:20]1[CH:25]=[C:24]([O:26][CH3:27])[CH:23]=[C:22]([O:28][CH3:29])[CH:21]=1, predict the reaction product. The product is: [CH3:27][O:26][C:24]1[CH:25]=[C:20]([NH:18][C:16]2[N:17]=[C:10]3[C:9]([N:4]4[CH2:5][CH2:6][NH:1][C:2](=[O:7])[CH2:3]4)=[N:14][CH:13]=[CH:12][N:11]3[N:15]=2)[CH:21]=[C:22]([O:28][CH3:29])[CH:23]=1. (3) Given the reactants [CH:1]1([C:4]2[C:13]3[C:12]([N:14]4[CH2:19][CH2:18][N:17]([C:20]([O:22][C:23]([CH3:26])([CH3:25])[CH3:24])=[O:21])[CH2:16][CH2:15]4)=[N:11][C:10]([C:27]4[CH:32]=[CH:31][N:30]=[C:29]5[NH:33][C:34]([CH3:36])=[CH:35][C:28]=45)=[N:9][C:8]=3[CH:7]=[N:6][CH:5]=2)[CH2:3][CH2:2]1.[Cl:37]N1C(=O)CCC1=O, predict the reaction product. The product is: [Cl:37][C:35]1[C:28]2[C:29](=[N:30][CH:31]=[CH:32][C:27]=2[C:10]2[N:11]=[C:12]([N:14]3[CH2:19][CH2:18][N:17]([C:20]([O:22][C:23]([CH3:26])([CH3:25])[CH3:24])=[O:21])[CH2:16][CH2:15]3)[C:13]3[C:4]([CH:1]4[CH2:2][CH2:3]4)=[CH:5][N:6]=[CH:7][C:8]=3[N:9]=2)[NH:33][C:34]=1[CH3:36].